From a dataset of Forward reaction prediction with 1.9M reactions from USPTO patents (1976-2016). Predict the product of the given reaction. (1) Given the reactants [C:1]([CH2:3][C:4]([N:6]1[CH2:10][CH2:9][CH2:8][C@@H:7]1[CH2:11][N:12]1[C:16]2[CH:17]=[CH:18][C:19]([CH2:21][OH:22])=[CH:20][C:15]=2[N:14]=[C:13]1[NH:23][C:24]([C:26]1[S:27][C:28]([CH:31]([F:33])[F:32])=[CH:29][CH:30]=1)=[O:25])=[O:5])#[N:2].[CH3:34][C:35]([CH3:45])([CH2:38][N:39]1[CH2:44][CH2:43][O:42][CH2:41][CH2:40]1)[CH:36]=O.N1CCCC1.Cl[Si](C)(C)C, predict the reaction product. The product is: [C:1]([C:3](=[CH:34][C:35]([CH3:45])([CH3:36])[CH2:38][N:39]1[CH2:44][CH2:43][O:42][CH2:41][CH2:40]1)[C:4]([N:6]1[CH2:10][CH2:9][CH2:8][C@@H:7]1[CH2:11][N:12]1[C:16]2[CH:17]=[CH:18][C:19]([CH2:21][OH:22])=[CH:20][C:15]=2[N:14]=[C:13]1[NH:23][C:24]([C:26]1[S:27][C:28]([CH:31]([F:32])[F:33])=[CH:29][CH:30]=1)=[O:25])=[O:5])#[N:2]. (2) Given the reactants [C:1]([O:15]CC1C=CC=CC=1)(=[O:14])[CH2:2][O:3][CH2:4][CH2:5][O:6][CH2:7][CH2:8][O:9][CH2:10][CH2:11][O:12][CH3:13], predict the reaction product. The product is: [C:1]([OH:15])(=[O:14])[CH2:2][O:3][CH2:4][CH2:5][O:6][CH2:7][CH2:8][O:9][CH2:10][CH2:11][O:12][CH3:13]. (3) The product is: [CH:10]1[C:11]2[C:16](=[CH:15][CH:14]=[CH:13][CH:12]=2)[CH:17]=[CH:18][C:9]=1[C:7]1[C:6]2[CH:5]=[CH:4][S:3][C:2]=2[NH:20][N:21]=1. Given the reactants Cl[C:2]1[S:3][CH:4]=[CH:5][C:6]=1[C:7]([C:9]1[CH:18]=[CH:17][C:16]2[C:11](=[CH:12][CH:13]=[CH:14][CH:15]=2)[CH:10]=1)=O.O.[NH2:20][NH2:21], predict the reaction product. (4) Given the reactants [Br:1]Br.[S:3]1[C:7]([N:8]([C:18]([O:20][CH2:21][C:22]([Cl:25])([Cl:24])[Cl:23])=[O:19])[C@H:9]([C:14]([O:16][CH3:17])=[O:15])[CH2:10][CH:11]([CH3:13])[CH3:12])=[CH:6][CH:5]=[N:4]1.C(=O)(O)[O-].[K+], predict the reaction product. The product is: [Br:1][C:6]1[CH:5]=[N:4][S:3][C:7]=1[N:8]([C:18]([O:20][CH2:21][C:22]([Cl:23])([Cl:24])[Cl:25])=[O:19])[C@H:9]([C:14]([O:16][CH3:17])=[O:15])[CH2:10][CH:11]([CH3:12])[CH3:13]. (5) Given the reactants [CH3:1][C:2]1[CH:10]=[CH:9][CH:8]=[CH:7][C:3]=1[C:4]([OH:6])=O.[Cl:11][C:12]1[CH:17]=[CH:16][C:15]([CH:18]([N:21]2[CH2:26][CH2:25][C:24]([F:28])([F:27])[CH2:23][CH2:22]2)[CH2:19][NH2:20])=[CH:14][CH:13]=1, predict the reaction product. The product is: [Cl:11][C:12]1[CH:13]=[CH:14][C:15]([CH:18]([N:21]2[CH2:22][CH2:23][C:24]([F:28])([F:27])[CH2:25][CH2:26]2)[CH2:19][NH:20][C:4](=[O:6])[C:3]2[CH:7]=[CH:8][CH:9]=[CH:10][C:2]=2[CH3:1])=[CH:16][CH:17]=1. (6) The product is: [CH3:8][C:3]1([CH3:9])[C:2]([CH3:10])([CH3:1])[CH:4]1[CH2:5][OH:6]. Given the reactants [CH3:1][C:2]1([CH3:10])[CH:4]([C:5](O)=[O:6])[C:3]1([CH3:9])[CH3:8], predict the reaction product. (7) Given the reactants [CH3:1][N:2]1[C@@H:19]2[CH2:20][C:7]3[CH:8]=[CH:9][C:10]([O:21][CH3:22])=[C:11]4[O:12][C@H:13]5[C:14]([CH:16]=[CH:17][C@@H:18]2[C@:5]5([C:6]=34)[CH2:4][CH2:3]1)=[O:15].[C:23]([O:26][OH:27])(=[O:25])[CH3:24], predict the reaction product. The product is: [CH3:1][N:2]1[C@@H:19]2[CH2:20][C:7]3[CH:8]=[CH:9][C:10]([O:21][CH3:22])=[C:11]4[O:12][CH:13]5[C:14]([CH:16]=[CH:17][C@:18]2([OH:25])[C@:5]5([C:6]=34)[CH2:4][CH2:3]1)=[O:15].[C:23]([O:26][OH:27])(=[O:25])[CH3:24]. (8) Given the reactants [CH3:1][C:2]1[N:3]=[C:4]([C:7]2[C:8]3[CH2:16][CH2:15][CH:14]([C:17]([F:20])([F:19])[F:18])[CH2:13][C:9]=3[S:10][C:11]=2[NH2:12])[S:5][CH:6]=1.[CH:21]12[CH2:28][CH2:27][CH:24]([CH2:25][CH2:26]1)[C:23]1[C:29]([O:31][C:32](=[O:33])[C:22]2=1)=[O:30], predict the reaction product. The product is: [CH3:1][C:2]1[N:3]=[C:4]([C:7]2[C:8]3[CH2:16][CH2:15][CH:14]([C:17]([F:20])([F:18])[F:19])[CH2:13][C:9]=3[S:10][C:11]=2[NH:12][C:32]([C:22]2[CH:21]3[CH2:28][CH2:27][CH:24]([CH2:25][CH2:26]3)[C:23]=2[C:29]([OH:31])=[O:30])=[O:33])[S:5][CH:6]=1. (9) Given the reactants C1C(=O)N([O:8][C:9]([O:11][N:12]2[C:17](=[O:18])[CH2:16][CH2:15][C:13]2=[O:14])=[O:10])C(=O)C1.[CH:19]1(O)[CH2:26][CH2:25][CH2:24][CH2:23][CH2:22][CH:21]=[CH:20]1.C(N(C(C)C)CC)(C)C, predict the reaction product. The product is: [C:9](=[O:10])([O:11][N:12]1[C:13](=[O:14])[CH2:15][CH2:16][C:17]1=[O:18])[O:8][CH:26]1[CH2:25][CH2:24][CH2:23][CH2:22][CH2:21][CH:20]=[CH:19]1.